This data is from Peptide-MHC class II binding affinity with 134,281 pairs from IEDB. The task is: Regression. Given a peptide amino acid sequence and an MHC pseudo amino acid sequence, predict their binding affinity value. This is MHC class II binding data. (1) The peptide sequence is WTQSLRRGLSAWTTS. The MHC is DRB5_0101 with pseudo-sequence DRB5_0101. The binding affinity (normalized) is 0.464. (2) The peptide sequence is KFTVFEAAFNKAIKE. The MHC is HLA-DQA10501-DQB10301 with pseudo-sequence HLA-DQA10501-DQB10301. The binding affinity (normalized) is 0.414. (3) The peptide sequence is LEKISNEIKIVATPD. The MHC is HLA-DPA10201-DPB10101 with pseudo-sequence HLA-DPA10201-DPB10101. The binding affinity (normalized) is 0.261. (4) The peptide sequence is AFKVAAMAANAAPAN. The MHC is DRB1_0802 with pseudo-sequence DRB1_0802. The binding affinity (normalized) is 0.841. (5) The peptide sequence is NPRLCTKEEFIAKVR. The MHC is DRB1_0301 with pseudo-sequence DRB1_0301. The binding affinity (normalized) is 0.548. (6) The peptide sequence is KRWIKMSILNTAGSG. The MHC is DRB1_1501 with pseudo-sequence DRB1_1501. The binding affinity (normalized) is 0.580. (7) The peptide sequence is HMARELHPEYYKDC. The MHC is DRB1_0701 with pseudo-sequence DRB1_0701. The binding affinity (normalized) is 0. (8) The peptide sequence is WLDAKSTWYGKPTAA. The MHC is HLA-DQA10501-DQB10201 with pseudo-sequence HLA-DQA10501-DQB10201. The binding affinity (normalized) is 0. (9) The peptide sequence is VKNVIGPFMKAVCVE. The MHC is DRB5_0101 with pseudo-sequence DRB5_0101. The binding affinity (normalized) is 0.383. (10) The binding affinity (normalized) is 0.400. The MHC is HLA-DQA10401-DQB10402 with pseudo-sequence HLA-DQA10401-DQB10402. The peptide sequence is VLAKSPDTTCSEIEE.